This data is from Reaction yield outcomes from USPTO patents with 853,638 reactions. The task is: Predict the reaction yield, written as a fraction of the theoretical maximum amount of product (1.0 means a 100% yield; for example, 0.34 means a 34% yield). (1) The reactants are [N+:1]([O-:4])(O)=[O:2].OS(O)(=O)=O.[F:10][C:11]1[CH:19]=[CH:18][CH:17]=[C:16]([F:20])[C:12]=1[C:13]([OH:15])=[O:14]. No catalyst specified. The product is [F:10][C:11]1[C:19]([N+:1]([O-:4])=[O:2])=[CH:18][CH:17]=[C:16]([F:20])[C:12]=1[C:13]([OH:15])=[O:14]. The yield is 0.800. (2) The reactants are C(C1C=C[C:8]([C:11]([CH3:40])([CH2:15][CH2:16][CH2:17][CH2:18][C:19](=[O:39])[CH2:20][CH2:21][CH2:22][CH2:23][C:24]([C:29]2C=CC(CC(C)C)=CC=2)([CH3:28])[C:25]([OH:27])=[O:26])[C:12]([OH:14])=[O:13])=CC=1)C(C)C.[OH-].[K+]. The catalyst is C(O)C.O. The product is [O:39]=[C:19]([CH2:20][CH2:21][CH2:22][CH2:23][C:24]([CH3:29])([CH3:28])[C:25]([OH:27])=[O:26])[CH2:18][CH2:17][CH2:16][CH2:15][C:11]([CH3:8])([CH3:40])[C:12]([OH:14])=[O:13]. The yield is 0.860.